This data is from Full USPTO retrosynthesis dataset with 1.9M reactions from patents (1976-2016). The task is: Predict the reactants needed to synthesize the given product. (1) Given the product [ClH:1].[NH2:2][C@@H:3]1[CH2:8][CH2:7][CH2:6][N:5]([C:9]([C:11]2[CH:34]=[CH:33][C:14]3[N:15]([CH3:32])[C:16]([C:18]4[N:26]([CH2:27][C:28]([F:31])([F:30])[F:29])[C:21]5=[N:22][CH:23]=[CH:24][CH:25]=[C:20]5[CH:19]=4)=[N:17][C:13]=3[CH:12]=2)=[O:10])[CH2:4]1, predict the reactants needed to synthesize it. The reactants are: [ClH:1].[NH2:2][C@@H:3]1[CH2:8][CH2:7][CH2:6][N:5]([C:9]([C:11]2[CH:34]=[CH:33][C:14]3[N:15]([CH3:32])[C:16]([C:18]4[N:26]([CH2:27][C:28]([F:31])([F:30])[F:29])[C:21]5=[N:22][CH:23]=[CH:24][CH:25]=[C:20]5[CH:19]=4)=[N:17][C:13]=3[CH:12]=2)=[O:10])[CH2:4]1. (2) Given the product [NH2:16][C:12]1[CH:11]=[C:10]([S:7]([NH:6][CH2:5][CH2:4][CH2:3][N:2]([CH3:1])[CH3:19])(=[O:9])=[O:8])[CH:15]=[CH:14][CH:13]=1, predict the reactants needed to synthesize it. The reactants are: [CH3:1][N:2]([CH3:19])[CH2:3][CH2:4][CH2:5][NH:6][S:7]([C:10]1[CH:15]=[CH:14][CH:13]=[C:12]([N+:16]([O-])=O)[CH:11]=1)(=[O:9])=[O:8].